From a dataset of Forward reaction prediction with 1.9M reactions from USPTO patents (1976-2016). Predict the product of the given reaction. (1) The product is: [Br:13][CH:5]1[C:4]2[C:8](=[CH:9][C:10]([Cl:11])=[C:2]([Cl:1])[CH:3]=2)[C:7](=[O:12])[O:6]1. Given the reactants [Cl:1][C:2]1[CH:3]=[C:4]2[C:8](=[CH:9][C:10]=1[Cl:11])[C:7](=[O:12])[O:6][CH2:5]2.[Br:13]N1C(=O)CCC1=O.C(OOC(=O)C1C=CC=CC=1)(=O)C1C=CC=CC=1, predict the reaction product. (2) Given the reactants [Cl:1][C:2]1[CH:7]=[CH:6][CH:5]=[C:4]([Cl:8])[C:3]=1[CH2:9][C:10](=[N:12][OH:13])[NH2:11].[CH:14]1([CH2:17]Br)[CH2:16][CH2:15]1.CC(C)([O-])C.[K+].P([O-])(O)(O)=O.[Na+], predict the reaction product. The product is: [CH:14]1([CH2:17][C:4]2([Cl:8])[CH:5]=[CH:6][CH:7]=[C:2]([Cl:1])[CH:3]2[CH2:9][C:10](=[N:12][OH:13])[NH2:11])[CH2:16][CH2:15]1. (3) Given the reactants [C:1]([C:3]1[CH:4]=[C:5]([CH:9]=[C:10]([F:12])[CH:11]=1)[C:6]([OH:8])=O)#[N:2].[N:13]1([C:18]([N:20]2[CH:24]=[CH:23][N:22]=[CH:21]2)=[O:19])[CH:17]=[CH:16]N=C1.[BH4-].[Na+].O1CCC[CH2:28]1, predict the reaction product. The product is: [F:12][C:10]1[CH:11]=[C:3]([CH:4]=[C:5]([CH2:6][O:8][C:17]2[CH:16]=[C:21]3[N:22]([CH3:28])[CH2:23][CH2:24][N:20]3[C:18](=[O:19])[N:13]=2)[CH:9]=1)[C:1]#[N:2].